This data is from Catalyst prediction with 721,799 reactions and 888 catalyst types from USPTO. The task is: Predict which catalyst facilitates the given reaction. (1) Reactant: [CH:1]1([N:4]([CH:13]2[CH2:16][O:15][CH2:14]2)[CH:5]2[CH2:10][CH2:9][CH:8]([CH2:11][OH:12])[CH2:7][CH2:6]2)[CH2:3][CH2:2]1.[H-].[Na+].[Cl:19][C:20]1[CH:21]=[C:22]([S:27]([NH2:30])(=[O:29])=[O:28])[CH:23]=[N:24][C:25]=1Cl.[NH4+].[Cl-]. Product: [Cl:19][C:20]1[CH:21]=[C:22]([S:27]([NH2:30])(=[O:29])=[O:28])[CH:23]=[N:24][C:25]=1[O:12][CH2:11][CH:8]1[CH2:7][CH2:6][CH:5]([N:4]([CH:1]2[CH2:2][CH2:3]2)[CH:13]2[CH2:16][O:15][CH2:14]2)[CH2:10][CH2:9]1. The catalyst class is: 9. (2) Reactant: [CH3:1][O:2][C:3]([C:5]1[C:6]([OH:24])=[C:7]2[C:12](=[CH:13][N:14]=1)[N:11]([CH2:15][C:16]1[CH:21]=[CH:20][CH:19]=[CH:18][CH:17]=1)[C:10](=[O:22])[C:9](Br)=[CH:8]2)=[O:4].C([Sn](CCCC)(CCCC)[C:30]1[CH:31]=[N:32][CH:33]=[N:34][CH:35]=1)CCC.CCOC(C)=O.Cl. Product: [CH3:1][O:2][C:3]([C:5]1[C:6]([OH:24])=[C:7]2[C:12](=[CH:13][N:14]=1)[N:11]([CH2:15][C:16]1[CH:21]=[CH:20][CH:19]=[CH:18][CH:17]=1)[C:10](=[O:22])[C:9]([C:30]1[CH:31]=[N:32][CH:33]=[N:34][CH:35]=1)=[CH:8]2)=[O:4]. The catalyst class is: 510. (3) Reactant: [Cl:1][C:2]1[CH:7]=[C:6]([Cl:8])[CH:5]=[CH:4][C:3]=1[C:9]1[N:10]=[C:11]([CH2:28][CH3:29])[C:12]([NH:17][C@@H:18]2[C:26]3[C:21](=[CH:22][CH:23]=[CH:24][CH:25]=3)[CH2:20][C@@H:19]2O)=[N:13][C:14]=1[CH2:15][CH3:16].BrC1N=C(CC)C(NC2C3C(=C[C:45]([O:49]C)=CC=3)CC2)=NC=1CC. Product: [Cl:1][C:2]1[CH:7]=[C:6]([Cl:8])[CH:5]=[CH:4][C:3]=1[C:9]1[N:10]=[C:11]([CH2:28][CH3:29])[C:12]([NH:17][CH:18]2[C:26]3[C:21](=[CH:22][C:23]([O:49][CH3:45])=[CH:24][CH:25]=3)[CH2:20][CH2:19]2)=[N:13][C:14]=1[CH2:15][CH3:16]. The catalyst class is: 276. (4) Reactant: [CH2:1]([N:8]1C(=O)C2[C:11](=[CH:12][C:13]([Cl:19])=[CH:14][CH:15]=2)[N:10]=[C:9]1[CH:20]([N:24]([CH2:33][CH:34](OC)OC)[C:25](=O)[C:26]1[CH:31]=[CH:30][CH:29]=[CH:28][CH:27]=1)[CH:21]([CH3:23])[CH3:22])[C:2]1[CH:7]=[CH:6][CH:5]=[CH:4][CH:3]=1.[C:39]([O-:42])(=O)[CH3:40].[NH4+:43]. Product: [CH2:1]([N:8]1[C:39](=[O:42])[C:40]2[C:11](=[CH:12][C:13]([Cl:19])=[CH:14][CH:15]=2)[N:10]=[C:9]1[CH:20]([N:24]1[CH:33]=[CH:34][N:43]=[C:25]1[C:26]1[CH:27]=[CH:28][CH:29]=[CH:30][CH:31]=1)[CH:21]([CH3:23])[CH3:22])[C:2]1[CH:7]=[CH:6][CH:5]=[CH:4][CH:3]=1. The catalyst class is: 15. (5) Reactant: I[C:2]1[CH:11]=[CH:10][CH:9]=[C:8]2[C:3]=1[CH2:4][CH2:5][N:6]=[C:7]2[CH3:12].[N:13]1[CH:18]=[CH:17][C:16](B(O)O)=[CH:15][CH:14]=1.C([O-])([O-])=O.[Cs+].[Cs+]. Product: [CH3:12][C:7]1[C:8]2[C:3](=[C:2]([C:16]3[CH:17]=[CH:18][N:13]=[CH:14][CH:15]=3)[CH:11]=[CH:10][CH:9]=2)[CH2:4][CH2:5][N:6]=1. The catalyst class is: 184. (6) Reactant: [F:1][C:2]1[CH:7]=[C:6]([F:8])[CH:5]=[CH:4][C:3]=1[C:9](=[O:11])[CH3:10].[CH:12]1([Mg]Br)[CH2:14][CH2:13]1.O.C(OCC)(=O)C. Product: [CH:12]1([C:9]([C:3]2[CH:4]=[CH:5][C:6]([F:8])=[CH:7][C:2]=2[F:1])([OH:11])[CH3:10])[CH2:14][CH2:13]1. The catalyst class is: 469.